This data is from Catalyst prediction with 721,799 reactions and 888 catalyst types from USPTO. The task is: Predict which catalyst facilitates the given reaction. (1) Reactant: [CH2:1]([S:4]([N:7]([C:14]1[CH:19]=[C:18]([F:20])[C:17]([F:21])=[C:16]([C:22]([C:24]2[CH:25]=[C:26]3[C:31](=[CH:32][CH:33]=2)[N:30]=[CH:29][CH:28]=[CH:27]3)=[O:23])[C:15]=1[F:34])S(CCC)(=O)=O)(=[O:6])=[O:5])[CH2:2][CH3:3].[OH-].[Na+]. Product: [F:34][C:15]1[C:16]([C:22]([C:24]2[CH:25]=[C:26]3[C:31](=[CH:32][CH:33]=2)[N:30]=[CH:29][CH:28]=[CH:27]3)=[O:23])=[C:17]([F:21])[C:18]([F:20])=[CH:19][C:14]=1[NH:7][S:4]([CH2:1][CH2:2][CH3:3])(=[O:6])=[O:5]. The catalyst class is: 5. (2) Reactant: [NH2:1][C@H:2]1[CH2:7][CH2:6][C@H:5]([NH2:8])[CH2:4][CH2:3]1.[Cl:9][C:10]1[N:18]=[C:17]2[C:13]([N:14]=[CH:15][N:16]2[CH:19]2[CH2:23][CH2:22][CH2:21][CH2:20]2)=[C:12]([NH:24][C:25]2[CH:32]=[CH:31][C:28]([C:29]#[N:30])=[CH:27][CH:26]=2)[N:11]=1. Product: [ClH:9].[ClH:9].[NH2:1][C@H:2]1[CH2:7][CH2:6][C@H:5]([NH:8][C:10]2[N:18]=[C:17]3[C:13]([N:14]=[CH:15][N:16]3[CH:19]3[CH2:20][CH2:21][CH2:22][CH2:23]3)=[C:12]([NH:24][C:25]3[CH:26]=[CH:27][C:28]([C:29]#[N:30])=[CH:31][CH:32]=3)[N:11]=2)[CH2:4][CH2:3]1. The catalyst class is: 6. (3) Reactant: C([Li])CCC.Br[C:7]1[CH:12]=[CH:11][C:10]([N:13]2[CH:17]=[CH:16][CH:15]=[N:14]2)=[CH:9][C:8]=1[CH3:18].C[O:20][B:21](OC)[O:22]C.Cl.[OH-].[Na+].P([O-])(O)(O)=O.[Na+]. Product: [CH3:18][C:8]1[CH:9]=[C:10]([N:13]2[CH:17]=[CH:16][CH:15]=[N:14]2)[CH:11]=[CH:12][C:7]=1[B:21]([OH:22])[OH:20]. The catalyst class is: 1. (4) Reactant: [O:1]1[C:6]2([CH2:11][CH2:10][NH:9][CH2:8][CH2:7]2)[CH2:5][N:4]([CH2:12][CH2:13][O:14][C:15]2[CH:16]=[C:17]([CH2:21][C:22]([O:24][CH3:25])=[O:23])[CH:18]=[CH:19][CH:20]=2)[CH2:3][CH2:2]1.C(=O)([O-])[O-].[K+].[K+].[NH2:32][C:33]1[N:41]=[C:40]([O:42][CH2:43][CH2:44][O:45][CH3:46])[N:39]=[C:38]2[C:34]=1[NH:35][C:36](=[O:56])[N:37]2[CH2:47][C:48]1[CH:53]=[CH:52][C:51]([CH2:54]Cl)=[CH:50][CH:49]=1.O. Product: [NH2:32][C:33]1[N:41]=[C:40]([O:42][CH2:43][CH2:44][O:45][CH3:46])[N:39]=[C:38]2[C:34]=1[NH:35][C:36](=[O:56])[N:37]2[CH2:47][C:48]1[CH:49]=[CH:50][C:51]([CH2:54][N:9]2[CH2:8][CH2:7][C:6]3([O:1][CH2:2][CH2:3][N:4]([CH2:12][CH2:13][O:14][C:15]4[CH:16]=[C:17]([CH2:21][C:22]([O:24][CH3:25])=[O:23])[CH:18]=[CH:19][CH:20]=4)[CH2:5]3)[CH2:11][CH2:10]2)=[CH:52][CH:53]=1. The catalyst class is: 9. (5) The catalyst class is: 64. Product: [Br:1][C:2]1[CH:11]=[CH:10][C:5]2[N:6]=[C:7]([NH:9][C:12](=[O:14])[CH3:13])[S:8][C:4]=2[CH:3]=1. Reactant: [Br:1][C:2]1[CH:11]=[CH:10][C:5]2[N:6]=[C:7]([NH2:9])[S:8][C:4]=2[CH:3]=1.[C:12](OC(=O)C)(=[O:14])[CH3:13]. (6) Reactant: [F:1][C:2]1[C:3]([C:10]2[CH:19]=[CH:18][C:17]([CH2:20][OH:21])=[CH:16][C:11]=2[C:12]([O:14]C)=O)=[CH:4][C:5]([O:8][CH3:9])=[N:6][CH:7]=1.[C:22]([Li])([CH3:25])([CH3:24])[CH3:23]. Product: [F:1][C:2]1[C:3]([C:10]2[CH:19]=[CH:18][C:17]([CH2:20][OH:21])=[CH:16][C:11]=2[C:12](=[O:14])[C:22]([CH3:25])([CH3:24])[CH3:23])=[CH:4][C:5]([O:8][CH3:9])=[N:6][CH:7]=1. The catalyst class is: 1. (7) Reactant: [Cl:1][C:2]1[C:7]([C:8]#[N:9])=[C:6](Cl)[N:5]=[CH:4][N:3]=1.[NH3:11]. Product: [NH2:11][C:6]1[C:7]([C:8]#[N:9])=[C:2]([Cl:1])[N:3]=[CH:4][N:5]=1. The catalyst class is: 1.